This data is from Peptide-MHC class I binding affinity with 185,985 pairs from IEDB/IMGT. The task is: Regression. Given a peptide amino acid sequence and an MHC pseudo amino acid sequence, predict their binding affinity value. This is MHC class I binding data. The peptide sequence is TTFDAEYCR. The MHC is HLA-A11:01 with pseudo-sequence HLA-A11:01. The binding affinity (normalized) is 0.600.